From a dataset of HIV replication inhibition screening data with 41,000+ compounds from the AIDS Antiviral Screen. Binary Classification. Given a drug SMILES string, predict its activity (active/inactive) in a high-throughput screening assay against a specified biological target. The compound is N#CC(=Cc1ccc(O)c(O)c1)C(=O)NC1CCC(CC2CCC(NC(=O)C(C#N)=Cc3ccc(O)c(O)c3)CC2)CC1. The result is 0 (inactive).